Dataset: Forward reaction prediction with 1.9M reactions from USPTO patents (1976-2016). Task: Predict the product of the given reaction. (1) Given the reactants CN(C(ON1N=NC2C=CC=NC1=2)=[N+](C)C)C.F[P-](F)(F)(F)(F)F.[CH3:25][C:26]1[CH:34]=[CH:33][C:29]([C:30](O)=[O:31])=[CH:28][C:27]=1[C:35]1[CH:40]=[C:39]([N:41]2[CH2:46][CH2:45][O:44][CH2:43][CH2:42]2)[C:38](=[O:47])[N:37]([CH3:48])[CH:36]=1.CCN(C(C)C)C(C)C.[NH2:58][C:59]1[CH:73]=[CH:72][C:62]([CH2:63][NH:64][C:65](=[O:71])[O:66][C:67]([CH3:70])([CH3:69])[CH3:68])=[C:61]([C:74]([F:77])([F:76])[F:75])[CH:60]=1, predict the reaction product. The product is: [CH3:25][C:26]1[CH:34]=[CH:33][C:29]([C:30]([NH:58][C:59]2[CH:73]=[CH:72][C:62]([CH2:63][NH:64][C:65](=[O:71])[O:66][C:67]([CH3:70])([CH3:68])[CH3:69])=[C:61]([C:74]([F:75])([F:76])[F:77])[CH:60]=2)=[O:31])=[CH:28][C:27]=1[C:35]1[CH:40]=[C:39]([N:41]2[CH2:46][CH2:45][O:44][CH2:43][CH2:42]2)[C:38](=[O:47])[N:37]([CH3:48])[CH:36]=1. (2) The product is: [Si:1]([O:8][CH:9]1[C:14]([CH3:15])([CH3:16])[CH2:13][CH2:12][CH:11]([C:17]2[C:21]([CH2:22][N:23]([CH3:35])[CH2:24][CH2:25][N:26]([CH3:34])[C:27](=[O:33])[O:28][C:29]([CH3:30])([CH3:31])[CH3:32])=[CH:20][N:19]([CH:36]3[CH2:41][CH2:40][CH2:39][CH2:38][O:37]3)[N:18]=2)[CH2:10]1)([C:4]([CH3:5])([CH3:6])[CH3:7])([CH3:3])[CH3:2]. Given the reactants [Si:1]([O:8][CH:9]1[C:14]([CH3:16])([CH3:15])[CH2:13][CH2:12][C:11]([C:17]2[C:21]([CH2:22][N:23]([CH3:35])[CH2:24][CH2:25][N:26]([CH3:34])[C:27](=[O:33])[O:28][C:29]([CH3:32])([CH3:31])[CH3:30])=[CH:20][N:19]([CH:36]3[CH2:41][CH2:40][CH2:39][CH2:38][O:37]3)[N:18]=2)=[CH:10]1)([C:4]([CH3:7])([CH3:6])[CH3:5])([CH3:3])[CH3:2], predict the reaction product. (3) Given the reactants [F:1][C:2]1[CH:3]=[C:4]([CH:15]=[CH:16][C:17]=1[F:18])[O:5][C:6]1[N:11]=[CH:10][C:9]([CH2:12][OH:13])=[CH:8][C:7]=1[F:14].C(N(CC)CC)C.[CH3:26][S:27](Cl)(=[O:29])=[O:28].O, predict the reaction product. The product is: [CH3:26][S:27]([O:13][CH2:12][C:9]1[CH:10]=[N:11][C:6]([O:5][C:4]2[CH:15]=[CH:16][C:17]([F:18])=[C:2]([F:1])[CH:3]=2)=[C:7]([F:14])[CH:8]=1)(=[O:29])=[O:28]. (4) Given the reactants [F:1][C:2]([F:11])([F:10])[C:3]1[CH:9]=[CH:8][C:6]([NH2:7])=[CH:5][CH:4]=1.C(O)(=O)C.[C:16](OCC)(=[O:21])[CH2:17][C:18]([CH3:20])=O, predict the reaction product. The product is: [CH3:20][C:18]1[CH2:17][C:16](=[O:21])[C:8]2[C:6](=[CH:5][CH:4]=[C:3]([C:2]([F:10])([F:11])[F:1])[CH:9]=2)[N:7]=1. (5) Given the reactants [Cl-].[CH3:2][N+:3]([CH2:23][C:24]1[CH:29]=[CH:28][CH:27]=[CH:26][CH:25]=1)([CH3:22])[CH2:4][CH2:5][CH2:6][CH2:7][CH2:8][CH2:9][CH2:10][CH2:11][CH2:12][CH2:13][CH2:14][CH2:15][CH2:16][CH2:17][CH2:18][CH2:19][CH2:20][CH3:21].[C:30]1([B-:36]([C:49]2[CH:54]=[CH:53][CH:52]=[CH:51][CH:50]=2)([C:43]2[CH:48]=[CH:47][CH:46]=[CH:45][CH:44]=2)[C:37]2[CH:42]=[CH:41][CH:40]=[CH:39][CH:38]=2)[CH:35]=[CH:34][CH:33]=[CH:32][CH:31]=1.[Na+], predict the reaction product. The product is: [C:49]1([B-:36]([C:30]2[CH:31]=[CH:32][CH:33]=[CH:34][CH:35]=2)([C:37]2[CH:38]=[CH:39][CH:40]=[CH:41][CH:42]=2)[C:43]2[CH:48]=[CH:47][CH:46]=[CH:45][CH:44]=2)[CH:50]=[CH:51][CH:52]=[CH:53][CH:54]=1.[CH3:2][N+:3]([CH2:23][C:24]1[CH:25]=[CH:26][CH:27]=[CH:28][CH:29]=1)([CH3:22])[CH2:4][CH2:5][CH2:6][CH2:7][CH2:8][CH2:9][CH2:10][CH2:11][CH2:12][CH2:13][CH2:14][CH2:15][CH2:16][CH2:17][CH2:18][CH2:19][CH2:20][CH3:21]. (6) Given the reactants [Cl:1][CH2:2][CH2:3][C:4]([C:20]1[CH:25]=[CH:24][C:23](/C=C/C(OCC)=O)=[CH:22][CH:21]=1)=[C:5]([C:13]1[CH:18]=[CH:17][C:16]([OH:19])=[CH:15][CH:14]=1)[C:6]1[CH:11]=[CH:10][C:9]([OH:12])=[CH:8][CH:7]=1.[C:33]1([CH2:39][N:40]2[CH:44]=[C:43](B3OC(C)(C)C(C)(C)O3)[CH:42]=[N:41]2)[CH:38]=[CH:37][CH:36]=[CH:35][CH:34]=1, predict the reaction product. The product is: [Cl:1][CH2:2][CH2:3][C:4]([C:20]1[CH:25]=[CH:24][C:23]([C:43]2[CH:42]=[N:41][N:40]([CH2:39][C:33]3[CH:38]=[CH:37][CH:36]=[CH:35][CH:34]=3)[CH:44]=2)=[CH:22][CH:21]=1)=[C:5]([C:13]1[CH:14]=[CH:15][C:16]([OH:19])=[CH:17][CH:18]=1)[C:6]1[CH:7]=[CH:8][C:9]([OH:12])=[CH:10][CH:11]=1. (7) Given the reactants [CH3:1][C:2]1[CH:3]=[C:4]2[C:8](=[C:9]3[C:13](=[O:14])C(=O)[NH:11][C:10]=13)[NH:7][N:6]=[CH:5]2.[OH:16]O.Cl, predict the reaction product. The product is: [NH2:11][C:10]1[C:9]([C:13]([OH:14])=[O:16])=[C:8]2[C:4]([CH:5]=[N:6][NH:7]2)=[CH:3][C:2]=1[CH3:1]. (8) Given the reactants [Br:1][C:2]1[C:3]([Cl:10])=[C:4]([CH:8]=O)[CH:5]=[N:6][CH:7]=1.[CH2:11]([S:13]([NH2:16])(=[O:15])=[O:14])[CH3:12].[BH4-].[Na+], predict the reaction product. The product is: [Br:1][C:2]1[C:3]([Cl:10])=[C:4]([CH2:8][NH:16][S:13]([CH2:11][CH3:12])(=[O:15])=[O:14])[CH:5]=[N:6][CH:7]=1. (9) The product is: [CH3:11][C:9]1[CH:8]=[C:4]([CH:3]=[C:2]([CH3:1])[N:10]=1)[C:5]([O:7][CH3:17])=[O:6]. Given the reactants [CH3:1][C:2]1[CH:3]=[C:4]([CH:8]=[C:9]([CH3:11])[N:10]=1)[C:5]([OH:7])=[O:6].S(=O)(=O)(O)O.[C:17]([O-])(O)=O.[Na+], predict the reaction product. (10) The product is: [CH2:1]([O:3][C:4]([C:6]1[N:14]([CH2:33][CH2:34][O:35][CH3:36])[C:13]2[CH:12]=[CH:11][N:10]=[CH:9][C:8]=2[C:7]=1[NH:15][C:16]1[CH:21]=[CH:20][C:19]([I:22])=[CH:18][C:17]=1[F:23])=[O:5])[CH3:2]. Given the reactants [CH2:1]([O:3][C:4]([C:6]1[NH:14][C:13]2[CH:12]=[CH:11][N:10]=[CH:9][C:8]=2[C:7]=1[NH:15][C:16]1[CH:21]=[CH:20][C:19]([I:22])=[CH:18][C:17]=1[F:23])=[O:5])[CH3:2].C(=O)([O-])[O-].[K+].[K+].[I-].[Na+].Br[CH2:33][CH2:34][O:35][CH3:36], predict the reaction product.